Predict the reactants needed to synthesize the given product. From a dataset of Full USPTO retrosynthesis dataset with 1.9M reactions from patents (1976-2016). (1) Given the product [C:31]([N:23]([CH2:22][C:13]1[CH:14]=[C:15]([C:18]([F:20])([F:19])[F:21])[CH:16]=[CH:17][C:12]=1[C:10]1[CH:11]=[C:6]([CH2:5][C:4]([OH:35])=[O:3])[CH:7]=[N:8][C:9]=1[Cl:34])[CH2:24][C:25]1[CH:30]=[CH:29][CH:28]=[CH:27][CH:26]=1)(=[O:33])[CH3:32], predict the reactants needed to synthesize it. The reactants are: C([O:3][C:4](=[O:35])[CH2:5][C:6]1[CH:7]=[N:8][C:9]([Cl:34])=[C:10]([C:12]2[CH:17]=[CH:16][C:15]([C:18]([F:21])([F:20])[F:19])=[CH:14][C:13]=2[CH2:22][N:23]([C:31](=[O:33])[CH3:32])[CH2:24][C:25]2[CH:30]=[CH:29][CH:28]=[CH:27][CH:26]=2)[CH:11]=1)C.C(OC(=O)CC1C(Cl)=NC=C(C2C=CC(C(F)(F)F)=CC=2CN(C(=O)C)CC2C=CC=CC=2)C=1)C. (2) Given the product [CH2:17]([O:9][C:6]1[CH:7]=[CH:8][C:3]([C:1]#[N:2])=[CH:4][CH:5]=1)[CH:18]([CH3:20])[CH3:19], predict the reactants needed to synthesize it. The reactants are: [C:1]([C:3]1[CH:8]=[CH:7][C:6]([OH:9])=[CH:5][CH:4]=1)#[N:2].C(N(CC)CC)C.[CH2:17](Br)[CH:18]([CH3:20])[CH3:19].